The task is: Predict the reaction yield, written as a fraction of the theoretical maximum amount of product (1.0 means a 100% yield; for example, 0.34 means a 34% yield).. This data is from Reaction yield outcomes from USPTO patents with 853,638 reactions. The reactants are [Cl:1][C:2]1[C:3]([O:12][C:13]2[CH:18]=[C:17]([OH:19])[CH:16]=[CH:15][C:14]=2/[CH:20]=[C:21](\[CH3:27])/[C:22]([O:24][CH2:25][CH3:26])=[O:23])=[N:4][CH:5]=[C:6]([C:8]([F:11])([F:10])[F:9])[CH:7]=1.[CH:28](I)([CH3:30])[CH3:29].C(=O)([O-])[O-].[K+].[K+]. The catalyst is CN(C)C=O. The product is [Cl:1][C:2]1[C:3]([O:12][C:13]2[CH:18]=[C:17]([O:19][CH:28]([CH3:30])[CH3:29])[CH:16]=[CH:15][C:14]=2/[CH:20]=[C:21](\[CH3:27])/[C:22]([O:24][CH2:25][CH3:26])=[O:23])=[N:4][CH:5]=[C:6]([C:8]([F:9])([F:11])[F:10])[CH:7]=1. The yield is 0.960.